The task is: Predict the reactants needed to synthesize the given product.. This data is from Full USPTO retrosynthesis dataset with 1.9M reactions from patents (1976-2016). (1) Given the product [CH:22]1([C@H:20]([NH:19][C:8]2[N:7]=[C:6]([C:26]([NH2:27])=[O:38])[N:5]=[C:4]3[C:9]=2[N:10]([CH2:11][C@H:12]2[CH2:13][CH2:14][C@H:15]([CH3:18])[CH2:16][CH2:17]2)[C:2]([C:28]2[CH2:33][CH2:32][CH2:31][CH2:30][CH:29]=2)=[N:3]3)[CH3:21])[CH2:23][CH2:24][CH2:25]1, predict the reactants needed to synthesize it. The reactants are: Br[C:2]1[N:10]([CH2:11][C@H:12]2[CH2:17][CH2:16][C@H:15]([CH3:18])[CH2:14][CH2:13]2)[C:9]2[C:4](=[N:5][C:6]([C:26]#[N:27])=[N:7][C:8]=2[NH:19][C@@H:20]([CH:22]2[CH2:25][CH2:24][CH2:23]2)[CH3:21])[N:3]=1.[C:28]1(B(O)O)[CH2:33][CH2:32][CH2:31][CH2:30][CH:29]=1.C([O-])([O-])=[O:38].[Na+].[Na+].O1CCOCC1. (2) Given the product [Cl:1][C:2]1[CH:16]=[CH:15][C:5]([O:6][CH:7]2[CH2:12][CH2:11][CH:10]([CH2:13][N:29]=[N+:30]=[N-:31])[CH2:9][CH2:8]2)=[CH:4][CH:3]=1, predict the reactants needed to synthesize it. The reactants are: [Cl:1][C:2]1[CH:16]=[CH:15][C:5]([O:6][CH:7]2[CH2:12][CH2:11][CH:10]([CH2:13]O)[CH2:9][CH2:8]2)=[CH:4][CH:3]=1.CCN(CC)CC.CS(Cl)(=O)=O.[N-:29]=[N+:30]=[N-:31].[Na+]. (3) Given the product [CH3:14][S:15]([O:6][CH:3]1[CH2:4][CH2:5][O:1][CH2:2]1)(=[O:17])=[O:16], predict the reactants needed to synthesize it. The reactants are: [O:1]1[CH2:5][CH2:4][CH:3]([OH:6])[CH2:2]1.C(N(CC)CC)C.[CH3:14][S:15](Cl)(=[O:17])=[O:16]. (4) Given the product [CH3:17][C:15]1[C:10]([C:11]#[N:12])=[C:2]2[N:3]([C:13](=[O:18])[CH:14]=1)[C:4]1[CH:9]=[CH:8][CH:7]=[CH:6][C:5]=1[NH:1]2, predict the reactants needed to synthesize it. The reactants are: [N:1]1[C:5]2[CH:6]=[CH:7][CH:8]=[CH:9][C:4]=2[NH:3][C:2]=1[CH2:10][C:11]#[N:12].[C:13](OCC)(=[O:18])[CH2:14][C:15]([CH3:17])=O.C([O-])(=O)C.[NH4+].O. (5) Given the product [Br:13][C:10]1[CH:9]=[C:6]2[C:5](=[CH:12][CH:11]=1)[N:4]=[C:17]([C:19]1[CH:24]=[CH:23][CH:22]=[CH:21][CH:20]=1)[C:16]([O:15][CH3:14])=[CH:7]2, predict the reactants needed to synthesize it. The reactants are: [OH-].[K+].O.[NH2:4][C:5]1[CH:12]=[CH:11][C:10]([Br:13])=[CH:9][C:6]=1[CH:7]=O.[CH3:14][O:15][CH2:16][C:17]([C:19]1[CH:24]=[CH:23][CH:22]=[CH:21][CH:20]=1)=O.